Dataset: Catalyst prediction with 721,799 reactions and 888 catalyst types from USPTO. Task: Predict which catalyst facilitates the given reaction. (1) Reactant: [N+]([O-])(O)=O.[Br:5][C:6]1[S:10][C:9](N)=[N:8][C:7]=1[CH:12]([CH3:14])[CH3:13].P(=O)(O)(O)O.N([O-])=O.[Na+].O[PH2]=O. Product: [Br:5][C:6]1[S:10][CH:9]=[N:8][C:7]=1[CH:12]([CH3:14])[CH3:13]. The catalyst class is: 6. (2) Reactant: [Cl:1][C:2]1[C:3]2[CH:14]=[C:13]([Cl:15])[CH:12]=[CH:11][C:4]=2[N:5]([CH3:10])[C:6](=[O:9])[CH2:7][N:8]=1.CC(C)([O-])C.[K+].[Br:22][C:23]1[CH:30]=[CH:29][CH:28]=[CH:27][C:24]=1[CH2:25]Br.N1CCNCC1. Product: [Br:22][C:23]1[CH:30]=[CH:29][CH:28]=[CH:27][C:24]=1[CH2:25][CH:7]1[C:6](=[O:9])[N:5]([CH3:10])[C:4]2[CH:11]=[CH:12][C:13]([Cl:15])=[CH:14][C:3]=2[C:2]([Cl:1])=[N:8]1. The catalyst class is: 7. (3) Reactant: [F:1][C:2]1[C:7]([C:8]2[C:9](=[O:34])[NH:10][C:11](=[O:33])[N:12]([CH2:14][CH2:15][CH2:16][N:17]3[CH2:22][C@H:21]4[C@:19]([C:23]5[CH:28]=[CH:27][C:26]([C:29]([F:32])([F:31])[F:30])=[CH:25][CH:24]=5)([CH2:20]4)[CH2:18]3)[N:13]=2)=[CH:6][CH:5]=[CH:4][N:3]=1.[ClH:35]. Product: [ClH:35].[F:1][C:2]1[C:7]([C:8]2[C:9](=[O:34])[NH:10][C:11](=[O:33])[N:12]([CH2:14][CH2:15][CH2:16][N:17]3[CH2:22][C@H:21]4[C@:19]([C:23]5[CH:28]=[CH:27][C:26]([C:29]([F:32])([F:31])[F:30])=[CH:25][CH:24]=5)([CH2:20]4)[CH2:18]3)[N:13]=2)=[CH:6][CH:5]=[CH:4][N:3]=1. The catalyst class is: 27. (4) Reactant: [CH2:1]([S:8][CH2:9][C@@H:10]([C:12]([OH:14])=[O:13])[NH2:11])[C:2]1[CH:7]=[CH:6][CH:5]=[CH:4][CH:3]=1.C[Si](C([Si](C)(C)C)C(N)=O)(C)C.Br[C:28]1[S:29][C:30]([N+:33]([O-:35])=[O:34])=[CH:31][N:32]=1. Product: [CH2:1]([S:8][CH2:9][C@H:10]([NH:11][C:28]1[S:29][C:30]([N+:33]([O-:35])=[O:34])=[CH:31][N:32]=1)[C:12]([OH:14])=[O:13])[C:2]1[CH:7]=[CH:6][CH:5]=[CH:4][CH:3]=1. The catalyst class is: 11. (5) The catalyst class is: 4. Reactant: [C:7](O[C:7](=[O:11])[CH:8]([CH3:10])[CH3:9])(=[O:11])[CH:8]([CH3:10])[CH3:9].C(N(CC)CC)C.Cl.[Cl:20][CH2:21][C:22]1[N:23]([CH2:35][CH2:36][CH2:37][NH2:38])[C:24]2[C:33]3[N:32]=[CH:31][CH:30]=[CH:29][C:28]=3[N:27]=[CH:26][C:25]=2[N:34]=1. Product: [Cl:20][CH2:21][C:22]1[N:23]([CH2:35][CH2:36][CH2:37][NH:38][C:7](=[O:11])[CH:8]([CH3:9])[CH3:10])[C:24]2[C:33]3[N:32]=[CH:31][CH:30]=[CH:29][C:28]=3[N:27]=[CH:26][C:25]=2[N:34]=1.